From a dataset of Full USPTO retrosynthesis dataset with 1.9M reactions from patents (1976-2016). Predict the reactants needed to synthesize the given product. (1) Given the product [F:19][C:16]1[CH:17]=[CH:18][C:13]([C:12]([NH:11][C:10]2[N:9]([C:21]3[CH:26]=[CH:25][CH:24]=[CH:23][CH:22]=3)[N:8]=[CH:7][C:6]=2[C:4]([OH:5])=[O:3])=[O:20])=[CH:14][CH:15]=1, predict the reactants needed to synthesize it. The reactants are: C([O:3][C:4]([C:6]1[CH:7]=[N:8][N:9]([C:21]2[CH:26]=[CH:25][CH:24]=[CH:23][CH:22]=2)[C:10]=1[NH:11][C:12](=[O:20])[C:13]1[CH:18]=[CH:17][C:16]([F:19])=[CH:15][CH:14]=1)=[O:5])C.[OH-].[Na+]. (2) Given the product [CH3:10][S:11]([O:9][C@@H:7]([C:2]1[CH:3]=[CH:4][CH:5]=[CH:6][N:1]=1)[CH3:8])(=[O:13])=[O:12], predict the reactants needed to synthesize it. The reactants are: [N:1]1[CH:6]=[CH:5][CH:4]=[CH:3][C:2]=1[C@H:7]([OH:9])[CH3:8].[CH3:10][S:11](Cl)(=[O:13])=[O:12]. (3) The reactants are: [CH:1]1([C:4]2[CH:9]=[CH:8][C:7]([C:10](=[O:13])[CH2:11][CH3:12])=[CH:6][CH:5]=2)[CH2:3][CH2:2]1.[Li+].C[Si]([N-][Si](C)(C)C)(C)C.[F:24][C:25]([F:34])([F:33])[C:26](N1C=CN=C1)=[O:27]. Given the product [CH:1]1([C:4]2[CH:5]=[CH:6][C:7]([C:10](=[O:13])[CH:11]([CH3:12])[C:26](=[O:27])[C:25]([F:24])([F:33])[F:34])=[CH:8][CH:9]=2)[CH2:3][CH2:2]1, predict the reactants needed to synthesize it. (4) The reactants are: [Cl:1][C:2]1[CH:3]=[C:4]2[C:9](=[CH:10][C:11]=1[O:12][C:13]1[CH:18]=[CH:17][C:16]([C:19](=[O:34])[NH:20][C:21]3[CH:26]=[CH:25][CH:24]=[C:23]([C:27]4[CH:32]=[CH:31][C:30]([Cl:33])=[CH:29][CH:28]=4)[N:22]=3)=[CH:15][CH:14]=1)[O:8][CH2:7][CH2:6][CH:5]2[C:35]([O:37]CC)=[O:36].[OH-].[Na+].C(O)C. Given the product [Cl:1][C:2]1[CH:3]=[C:4]2[C:9](=[CH:10][C:11]=1[O:12][C:13]1[CH:14]=[CH:15][C:16]([C:19](=[O:34])[NH:20][C:21]3[CH:26]=[CH:25][CH:24]=[C:23]([C:27]4[CH:32]=[CH:31][C:30]([Cl:33])=[CH:29][CH:28]=4)[N:22]=3)=[CH:17][CH:18]=1)[O:8][CH2:7][CH2:6][CH:5]2[C:35]([OH:37])=[O:36], predict the reactants needed to synthesize it. (5) Given the product [Br:1][C:2]1[CH:3]=[C:4]([C:7]([OH:9])=[O:8])[S:5][CH:6]=1, predict the reactants needed to synthesize it. The reactants are: [Br:1][C:2]1[CH:3]=[C:4]([CH:7]=[O:8])[S:5][CH:6]=1.[O-:9]Cl=O.[Na+]. (6) Given the product [Cl:1][C:2]1[CH:7]=[CH:6][C:5]([C@H:8]([C:28]2[C:35]3[C:34](=[C:33]([F:32])[CH:38]=[C:37]([CH3:39])[CH:36]=3)[NH:40][CH:29]=2)[C@@H:9]([C:13]2[CH:14]=[CH:15][C:16]([C:17]([NH:19][CH2:20][CH2:21][C:22]([O:24][CH3:25])=[O:23])=[O:18])=[CH:26][CH:27]=2)[CH2:10][CH2:11][CH3:12])=[CH:4][CH:3]=1, predict the reactants needed to synthesize it. The reactants are: [Cl:1][C:2]1[CH:7]=[CH:6][C:5]([CH:8]([CH2:28][CH:29]=O)[CH:9]([C:13]2[CH:27]=[CH:26][C:16]([C:17]([NH:19][CH2:20][CH2:21][C:22]([O:24][CH3:25])=[O:23])=[O:18])=[CH:15][CH:14]=2)[CH2:10][CH2:11][CH3:12])=[CH:4][CH:3]=1.Cl.[F:32][C:33]1[CH:38]=[C:37]([CH3:39])[CH:36]=[CH:35][C:34]=1[NH:40]N. (7) Given the product [C:1]([C:3]1[CH:4]=[C:5]([CH:28]=[CH:29][C:30]=1[O:31][CH:32]([CH3:34])[CH3:33])[CH2:6][O:7][C:8]1[CH:16]=[CH:15][C:14]2[N:13]3[CH2:17][CH2:18][CH:19]([CH2:20][C:21]([OH:23])=[O:22])[C:12]3=[CH:11][C:10]=2[CH:9]=1)#[N:2], predict the reactants needed to synthesize it. The reactants are: [C:1]([C:3]1[CH:4]=[C:5]([CH:28]=[CH:29][C:30]=1[O:31][CH:32]([CH3:34])[CH3:33])[CH2:6][O:7][C:8]1[CH:16]=[CH:15][C:14]2[N:13]3[CH2:17][CH2:18][CH:19]([CH2:20][C:21]([O:23]C(C)(C)C)=[O:22])[C:12]3=[CH:11][C:10]=2[CH:9]=1)#[N:2].NC(CS)C(O)=O. (8) Given the product [C:26]1([C:30]2[CH:35]=[CH:34][CH:33]=[CH:32][CH:31]=2)[CH:27]=[CH:28][CH:29]=[C:24]([C:20]2[S:21][C:22]([CH3:23])=[C:18]([CH2:17][CH2:16][O:15][C:12]3[CH:13]=[CH:14][C:9]([O:8][C:5]([CH3:7])([CH3:6])[C:4]([OH:36])=[O:3])=[CH:10][CH:11]=3)[N:19]=2)[CH:25]=1, predict the reactants needed to synthesize it. The reactants are: C([O:3][C:4](=[O:36])[C:5]([O:8][C:9]1[CH:14]=[CH:13][C:12]([O:15][CH2:16][CH2:17][C:18]2[N:19]=[C:20]([C:24]3[CH:25]=[C:26]([C:30]4[CH:35]=[CH:34][CH:33]=[CH:32][CH:31]=4)[CH:27]=[CH:28][CH:29]=3)[S:21][C:22]=2[CH3:23])=[CH:11][CH:10]=1)([CH3:7])[CH3:6])C.[OH-].[Na+]. (9) Given the product [CH2:1]([C@:8]12[C:21]3[C:16](=[CH:17][C:18]([C:22]([O:24][CH3:25])=[O:23])=[CH:19][CH:20]=3)[C:15](=[O:31])[CH2:14][C@H:13]1[CH2:12][C:11]1([O:26][CH2:27][CH2:28][O:29]1)[CH2:10][CH2:9]2)[C:2]1[CH:3]=[CH:4][CH:5]=[CH:6][CH:7]=1, predict the reactants needed to synthesize it. The reactants are: [CH2:1]([C@:8]12[C:21]3[C:16](=[CH:17][C:18]([C:22]([O:24][CH3:25])=[O:23])=[CH:19][CH:20]=3)[CH2:15][CH2:14][C@H:13]1[CH2:12][C:11]1([O:29][CH2:28][CH2:27][O:26]1)[CH2:10][CH2:9]2)[C:2]1[CH:7]=[CH:6][CH:5]=[CH:4][CH:3]=1.[Mn]([O-])(=O)(=O)=[O:31].[K+].N1C=CC=CC=1.[O-]S([O-])(=O)=O.[Na+].[Na+].